This data is from CYP2C9 inhibition data for predicting drug metabolism from PubChem BioAssay. The task is: Regression/Classification. Given a drug SMILES string, predict its absorption, distribution, metabolism, or excretion properties. Task type varies by dataset: regression for continuous measurements (e.g., permeability, clearance, half-life) or binary classification for categorical outcomes (e.g., BBB penetration, CYP inhibition). Dataset: cyp2c9_veith. (1) The molecule is CC[N+]1(C)[C@H]2CC[C@@H]1CC(OC(=O)[C@H]1CC[C@@](C(=O)OC3C[C@@H]4CC[C@H](C3)[N+]4(C)CC)(c3ccccc3)c3ccccc31)C2. The result is 0 (non-inhibitor). (2) The drug is O=c1cnc2cncnc2n1Cc1ccc(F)cc1. The result is 0 (non-inhibitor). (3) The compound is N#CC(c1ccc(Cl)cc1)c1nc2ccccc2nc1C(F)(F)F. The result is 1 (inhibitor). (4) The drug is Cc1cccc(CNc2cc(-c3cccnc3)ncn2)c1. The result is 0 (non-inhibitor). (5) The drug is O=C(c1cccc(F)c1)N1CCC2(CCN(Cc3ccncc3)CC2)CC1. The result is 1 (inhibitor). (6) The drug is CNC(=O)c1c(I)c(C(=O)NCC(=O)Nc2c(I)c(C(=O)O)c(I)c(C(=O)NCCO)c2I)c(I)c(N(C)C(C)=O)c1I. The result is 0 (non-inhibitor). (7) The drug is C[C@@]12C=CC(=O)C=C1CC[C@@H]1[C@@H]2[C@H](O)C[C@]2(C)[C@@H]1CC[C@]2(O)C(=O)CO. The result is 0 (non-inhibitor).